Predict the product of the given reaction. From a dataset of Forward reaction prediction with 1.9M reactions from USPTO patents (1976-2016). (1) Given the reactants Br[CH:2]1[CH2:8][CH2:7][CH2:6][C:5]2[CH:9]=[C:10]([N:13]3[CH2:17][C@H:16]([CH2:18][NH:19][C:20](=[O:22])[CH3:21])[O:15][C:14]3=[O:23])[CH:11]=[CH:12][C:4]=2[C:3]1=O.[OH:25][C:26]1[CH:31]=[CH:30][C:29]([CH2:32][CH2:33][NH:34][C:35](=S)[NH:36][NH2:37])=[CH:28][CH:27]=1, predict the reaction product. The product is: [OH:25][C:26]1[CH:31]=[CH:30][C:29]([CH2:32][CH2:33][NH:34][C:35]2[C:2]3[CH2:8][CH2:7][CH2:6][C:5]4[CH:9]=[C:10]([N:13]5[CH2:17][C@H:16]([CH2:18][NH:19][C:20](=[O:22])[CH3:21])[O:15][C:14]5=[O:23])[CH:11]=[CH:12][C:4]=4[C:3]=3[NH:37][N:36]=2)=[CH:28][CH:27]=1. (2) Given the reactants [I:1][C:2]1[CH:3]=[C:4]2[C:9](=[CH:10][C:11]=1[CH2:12][CH2:13][C:14]([O:16]CC)=[O:15])[NH:8][C:7](=[O:19])[CH2:6][CH2:5]2.[OH-].[Na+].Cl.O, predict the reaction product. The product is: [I:1][C:2]1[CH:3]=[C:4]2[C:9](=[CH:10][C:11]=1[CH2:12][CH2:13][C:14]([OH:16])=[O:15])[NH:8][C:7](=[O:19])[CH2:6][CH2:5]2. (3) Given the reactants [F:1][C:2]1[CH:7]=[CH:6][C:5]([C:8]2[N:12]3[CH:13]=[CH:14][C:15]([C:17]([F:20])([F:19])[F:18])=[N:16][C:11]3=[N:10][CH:9]=2)=[CH:4][C:3]=1[C:21]1[CH:22]=[N:23][C:24]([O:27]C)=[CH:25][CH:26]=1.B(Br)(Br)Br.ClCCl, predict the reaction product. The product is: [F:1][C:2]1[CH:7]=[CH:6][C:5]([C:8]2[N:12]3[CH:13]=[CH:14][C:15]([C:17]([F:20])([F:18])[F:19])=[N:16][C:11]3=[N:10][CH:9]=2)=[CH:4][C:3]=1[C:21]1[CH:26]=[CH:25][C:24]([OH:27])=[N:23][CH:22]=1. (4) Given the reactants [OH-].[K+].[Cl:3][C:4]1[CH:12]=[CH:11][CH:10]=[C:9]2[C:5]=1[CH:6]=[CH:7][NH:8]2.Cl[CH2:14][C:15]1[N:16]=[CH:17][N:18]([C:20]([C:33]2[CH:38]=[CH:37][CH:36]=[CH:35][CH:34]=2)([C:27]2[CH:32]=[CH:31][CH:30]=[CH:29][CH:28]=2)[C:21]2[CH:26]=[CH:25][CH:24]=[CH:23][CH:22]=2)[CH:19]=1, predict the reaction product. The product is: [Cl:3][C:4]1[CH:12]=[CH:11][CH:10]=[C:9]2[C:5]=1[CH:6]=[CH:7][N:8]2[CH2:14][C:15]1[N:16]=[CH:17][N:18]([C:20]([C:21]2[CH:26]=[CH:25][CH:24]=[CH:23][CH:22]=2)([C:27]2[CH:28]=[CH:29][CH:30]=[CH:31][CH:32]=2)[C:33]2[CH:38]=[CH:37][CH:36]=[CH:35][CH:34]=2)[CH:19]=1. (5) Given the reactants [NH2:1][CH:2]1[CH2:11][CH2:10][CH2:9][CH:8]2[CH:3]1[NH:4][C:5](=[O:20])[C:6](=[O:19])[N:7]2[CH2:12][C:13]1[CH:18]=[CH:17][CH:16]=[CH:15][CH:14]=1.C([O-])(O)=O.[Na+].I[CH2:27][CH2:28][CH2:29][CH2:30]I, predict the reaction product. The product is: [CH2:12]([N:7]1[CH:8]2[CH:3]([CH:2]([N:1]3[CH2:30][CH2:29][CH2:28][CH2:27]3)[CH2:11][CH2:10][CH2:9]2)[NH:4][C:5](=[O:20])[C:6]1=[O:19])[C:13]1[CH:18]=[CH:17][CH:16]=[CH:15][CH:14]=1. (6) Given the reactants Cl[C:2]1[CH:16]=[CH:15][C:5]2[C:6](=[O:14])[NH:7][C:8]3[C:13]([C:4]=2[CH:3]=1)=[CH:12][CH:11]=[CH:10][N:9]=3.C([NH2:24])C1C=CC=CC=1.[CH:25]1(P([CH:25]2[CH2:30][CH2:29][CH2:28][CH2:27][CH2:26]2)C2C=CC=CC=2C2C(C(C)C)=CC(C(C)C)=CC=2C(C)C)[CH2:30][CH2:29][CH2:28][CH2:27][CH2:26]1.CC(C)([O-])C.[Na+], predict the reaction product. The product is: [C:25]1([NH:24][C:2]2[CH:16]=[CH:15][C:5]3[C:6](=[O:14])[NH:7][C:8]4[C:13]([C:4]=3[CH:3]=2)=[CH:12][CH:11]=[CH:10][N:9]=4)[CH:30]=[CH:29][CH:28]=[CH:27][CH:26]=1. (7) Given the reactants [CH3:1][O:2][C:3](=O)[C:4]([CH3:9])([CH3:8])[CH2:5][O:6]C.[C:11](#[N:13])[CH3:12].[H-].[Na+].Cl, predict the reaction product. The product is: [CH3:1][O:2][CH2:3][C:4]([CH3:9])([CH3:8])[C:5](=[O:6])[CH2:12][C:11]#[N:13]. (8) Given the reactants [CH3:1][N:2]([CH3:13])[CH2:3][C:4]1[C:12]2[C:7](=[N:8][CH:9]=[CH:10][CH:11]=2)[NH:6][CH:5]=1.[H-].[Na+].[CH:16]([Si:19](Cl)([CH:23]([CH3:25])[CH3:24])[CH:20]([CH3:22])[CH3:21])([CH3:18])[CH3:17].O, predict the reaction product. The product is: [CH3:1][N:2]([CH3:13])[CH2:3][C:4]1[C:12]2[C:7](=[N:8][CH:9]=[CH:10][CH:11]=2)[N:6]([Si:19]([CH:23]([CH3:25])[CH3:24])([CH:20]([CH3:22])[CH3:21])[CH:16]([CH3:18])[CH3:17])[CH:5]=1. (9) Given the reactants [N:1]1([C:6]2[N:11]=[CH:10][C:9]([CH2:12][C:13]([OH:15])=O)=[CH:8][CH:7]=2)[CH:5]=[N:4][N:3]=[N:2]1.[C@H:16]12[CH2:22][C@H:19]([NH:20][CH2:21]1)[CH2:18][N:17]2C(OC(C)(C)C)=O.[ClH:30].N1(C(=O)CC2C=NC(N3C=NN=N3)=CC=2)CCNCC1, predict the reaction product. The product is: [ClH:30].[C@H:16]12[CH2:22][C@H:19]([NH:20][CH2:21]1)[CH2:18][N:17]2[C:13](=[O:15])[CH2:12][C:9]1[CH:10]=[N:11][C:6]([N:1]2[CH:5]=[N:4][N:3]=[N:2]2)=[CH:7][CH:8]=1. (10) Given the reactants Br[C:2]1[S:3][C:4]2[CH:10]=[C:9]([CH2:11][CH2:12][CH2:13][CH3:14])[CH:8]=[CH:7][C:5]=2[N:6]=1.[CH3:15][O:16][C:17]([C:19]1[CH:24]=[CH:23][C:22](B(O)O)=[CH:21][CH:20]=1)=[O:18].CC(C1C=C(C(C)C)C(C2C=CC=CC=2P(C2CCCCC2)C2CCCCC2)=C(C(C)C)C=1)C.P([O-])([O-])([O-])=[O:63].[K+].[K+].[K+], predict the reaction product. The product is: [C:11]([C:9]1[CH:8]=[CH:7][C:5]2[N:6]=[C:2]([C:22]3[CH:23]=[CH:24][C:19]([C:17]([O:16][CH3:15])=[O:18])=[CH:20][CH:21]=3)[S:3][C:4]=2[CH:10]=1)(=[O:63])[CH2:12][CH2:13][CH3:14].